From a dataset of Catalyst prediction with 721,799 reactions and 888 catalyst types from USPTO. Predict which catalyst facilitates the given reaction. (1) Reactant: [Cl:1][C:2]1[CH:7]=[CH:6][C:5]([C:8]2[N:9]=[C:10]([C:13]([OH:15])=O)[S:11][CH:12]=2)=[CH:4][CH:3]=1.C1N=CN(C(N2C=NC=C2)=O)C=1.[F:28][C:29]1[CH:36]=[CH:35][C:32]([CH2:33][NH2:34])=[CH:31][C:30]=1[C:37]([F:40])([F:39])[F:38]. Product: [F:28][C:29]1[CH:36]=[CH:35][C:32]([CH2:33][NH:34][C:13]([C:10]2[S:11][CH:12]=[C:8]([C:5]3[CH:4]=[CH:3][C:2]([Cl:1])=[CH:7][CH:6]=3)[N:9]=2)=[O:15])=[CH:31][C:30]=1[C:37]([F:38])([F:39])[F:40]. The catalyst class is: 1. (2) Reactant: [N+:1]([O-:4])(O)=[O:2].[F:5][C:6]1[CH:11]=[CH:10][CH:9]=[C:8]([F:12])[C:7]=1[N:13]1[C:17](=[O:18])[N:16]([CH3:19])[N:15]=[N:14]1. Product: [F:12][C:8]1[CH:9]=[CH:10][C:11]([N+:1]([O-:4])=[O:2])=[C:6]([F:5])[C:7]=1[N:13]1[C:17](=[O:18])[N:16]([CH3:19])[N:15]=[N:14]1. The catalyst class is: 82.